Dataset: NCI-60 drug combinations with 297,098 pairs across 59 cell lines. Task: Regression. Given two drug SMILES strings and cell line genomic features, predict the synergy score measuring deviation from expected non-interaction effect. (1) Drug 1: CCN(CC)CCNC(=O)C1=C(NC(=C1C)C=C2C3=C(C=CC(=C3)F)NC2=O)C. Drug 2: CC1CCC2CC(C(=CC=CC=CC(CC(C(=O)C(C(C(=CC(C(=O)CC(OC(=O)C3CCCCN3C(=O)C(=O)C1(O2)O)C(C)CC4CCC(C(C4)OC)OP(=O)(C)C)C)C)O)OC)C)C)C)OC. Cell line: OVCAR3. Synergy scores: CSS=30.5, Synergy_ZIP=9.07, Synergy_Bliss=13.1, Synergy_Loewe=11.6, Synergy_HSA=14.8. (2) Drug 1: C1CN1P(=S)(N2CC2)N3CC3. Drug 2: CC1=C2C(C(=O)C3(C(CC4C(C3C(C(C2(C)C)(CC1OC(=O)C(C(C5=CC=CC=C5)NC(=O)OC(C)(C)C)O)O)OC(=O)C6=CC=CC=C6)(CO4)OC(=O)C)O)C)O. Cell line: HCT-15. Synergy scores: CSS=14.7, Synergy_ZIP=-0.0473, Synergy_Bliss=2.71, Synergy_Loewe=2.40, Synergy_HSA=2.19. (3) Drug 1: CCCS(=O)(=O)NC1=C(C(=C(C=C1)F)C(=O)C2=CNC3=C2C=C(C=N3)C4=CC=C(C=C4)Cl)F. Drug 2: CC12CCC3C(C1CCC2OP(=O)(O)O)CCC4=C3C=CC(=C4)OC(=O)N(CCCl)CCCl.[Na+]. Cell line: SNB-19. Synergy scores: CSS=-5.67, Synergy_ZIP=1.27, Synergy_Bliss=-2.31, Synergy_Loewe=-5.22, Synergy_HSA=-5.20. (4) Cell line: SF-295. Drug 1: C1=CC(=CC=C1CCC2=CNC3=C2C(=O)NC(=N3)N)C(=O)NC(CCC(=O)O)C(=O)O. Synergy scores: CSS=38.6, Synergy_ZIP=-9.13, Synergy_Bliss=-9.92, Synergy_Loewe=-6.07, Synergy_HSA=-0.235. Drug 2: CC1CCC2CC(C(=CC=CC=CC(CC(C(=O)C(C(C(=CC(C(=O)CC(OC(=O)C3CCCCN3C(=O)C(=O)C1(O2)O)C(C)CC4CCC(C(C4)OC)O)C)C)O)OC)C)C)C)OC. (5) Drug 1: CS(=O)(=O)C1=CC(=C(C=C1)C(=O)NC2=CC(=C(C=C2)Cl)C3=CC=CC=N3)Cl. Drug 2: CCCS(=O)(=O)NC1=C(C(=C(C=C1)F)C(=O)C2=CNC3=C2C=C(C=N3)C4=CC=C(C=C4)Cl)F. Cell line: CAKI-1. Synergy scores: CSS=31.9, Synergy_ZIP=5.70, Synergy_Bliss=8.77, Synergy_Loewe=0.920, Synergy_HSA=8.92. (6) Drug 1: C1=CC(=C2C(=C1NCCNCCO)C(=O)C3=C(C=CC(=C3C2=O)O)O)NCCNCCO. Drug 2: CC(C)(C#N)C1=CC(=CC(=C1)CN2C=NC=N2)C(C)(C)C#N. Cell line: TK-10. Synergy scores: CSS=24.7, Synergy_ZIP=-1.99, Synergy_Bliss=-4.73, Synergy_Loewe=-8.26, Synergy_HSA=-3.80. (7) Drug 1: CC1=C(N=C(N=C1N)C(CC(=O)N)NCC(C(=O)N)N)C(=O)NC(C(C2=CN=CN2)OC3C(C(C(C(O3)CO)O)O)OC4C(C(C(C(O4)CO)O)OC(=O)N)O)C(=O)NC(C)C(C(C)C(=O)NC(C(C)O)C(=O)NCCC5=NC(=CS5)C6=NC(=CS6)C(=O)NCCC[S+](C)C)O. Synergy scores: CSS=11.5, Synergy_ZIP=0.115, Synergy_Bliss=4.43, Synergy_Loewe=5.68, Synergy_HSA=6.12. Drug 2: C1=NC2=C(N1)C(=S)N=CN2. Cell line: EKVX. (8) Drug 1: C1=CC(=CC=C1C#N)C(C2=CC=C(C=C2)C#N)N3C=NC=N3. Drug 2: CC(C)CN1C=NC2=C1C3=CC=CC=C3N=C2N. Cell line: SF-268. Synergy scores: CSS=-5.12, Synergy_ZIP=2.71, Synergy_Bliss=3.59, Synergy_Loewe=-1.59, Synergy_HSA=-1.17. (9) Drug 1: CC(C)(C#N)C1=CC(=CC(=C1)CN2C=NC=N2)C(C)(C)C#N. Drug 2: CC=C1C(=O)NC(C(=O)OC2CC(=O)NC(C(=O)NC(CSSCCC=C2)C(=O)N1)C(C)C)C(C)C. Cell line: ACHN. Synergy scores: CSS=14.1, Synergy_ZIP=-3.21, Synergy_Bliss=-0.398, Synergy_Loewe=-41.6, Synergy_HSA=-3.45.